Task: Predict which catalyst facilitates the given reaction.. Dataset: Catalyst prediction with 721,799 reactions and 888 catalyst types from USPTO Reactant: [N:1]1[C:10]2[C:5](=[CH:6][CH:7]=[CH:8][CH:9]=2)[C:4]([CH2:11][OH:12])=[CH:3][CH:2]=1.ClC1C=CC=C(C(OO)=[O:21])C=1. Product: [O-:21][N+:1]1[C:10]2[C:5](=[CH:6][CH:7]=[CH:8][CH:9]=2)[C:4]([CH2:11][OH:12])=[CH:3][CH:2]=1. The catalyst class is: 2.